Dataset: Full USPTO retrosynthesis dataset with 1.9M reactions from patents (1976-2016). Task: Predict the reactants needed to synthesize the given product. (1) Given the product [NH2:1][C:2]1[N:7]([CH3:8])[C:6](=[O:9])[C:5]([CH3:10])([CH3:11])[C@:4]([C:13]2[CH:18]=[C:17]([NH:19][CH:28]([C:24]3[S:25][C:26]([CH3:27])=[C:22]([CH3:21])[N:23]=3)[CH3:29])[CH:16]=[CH:15][C:14]=2[F:20])([CH3:12])[N:3]=1, predict the reactants needed to synthesize it. The reactants are: [NH2:1][C:2]1[N:7]([CH3:8])[C:6](=[O:9])[C:5]([CH3:11])([CH3:10])[C@:4]([C:13]2[CH:18]=[C:17]([NH2:19])[CH:16]=[CH:15][C:14]=2[F:20])([CH3:12])[N:3]=1.[CH3:21][C:22]1[N:23]=[C:24]([C:28](=O)[CH3:29])[S:25][C:26]=1[CH3:27].C([BH3-])#N. (2) Given the product [C:11]1([C:46]2[CH:47]=[CH:48][CH:49]=[CH:50][CH:51]=2)[CH:16]=[CH:15][C:14]([N:17]([C:53]2[CH:65]=[CH:64][C:63]3[C:62]4[C:57](=[CH:58][CH:59]=[CH:60][CH:61]=4)[C:56]([CH3:67])([CH3:66])[C:55]=3[CH:54]=2)[C:18]2[CH:19]=[C:20]3[C:28](=[CH:29][CH:30]=2)[N:27]([C:31]2[CH:36]=[CH:35][CH:34]=[CH:33][CH:32]=2)[C:26]2[CH:25]=[C:24]4[C:37]([CH3:44])([CH3:45])[C:38]5[C:43]([C:23]4=[CH:22][C:21]3=2)=[CH:42][CH:41]=[CH:40][CH:39]=5)=[CH:13][CH:12]=1, predict the reactants needed to synthesize it. The reactants are: [Cl-].C(PC(C)(C)C)(C)(C)C.[C:11]1([C:46]2[CH:51]=[CH:50][CH:49]=[CH:48][CH:47]=2)[CH:16]=[CH:15][C:14]([NH:17][C:18]2[CH:19]=[C:20]3[C:28](=[CH:29][CH:30]=2)[N:27]([C:31]2[CH:36]=[CH:35][CH:34]=[CH:33][CH:32]=2)[C:26]2[CH:25]=[C:24]4[C:37]([CH3:45])([CH3:44])[C:38]5[C:43]([C:23]4=[CH:22][C:21]3=2)=[CH:42][CH:41]=[CH:40][CH:39]=5)=[CH:13][CH:12]=1.Br[C:53]1[CH:65]=[CH:64][C:63]2[C:62]3[C:57](=[CH:58][CH:59]=[CH:60][CH:61]=3)[C:56]([CH3:67])([CH3:66])[C:55]=2[CH:54]=1.CC(C)([O-])C.[Na+]. (3) The reactants are: C(OC(=O)[NH:7][C@@H:8]([C:10]1[CH:15]=[CH:14][CH:13]=[C:12]([N:16]2[CH2:21][CH2:20][N:19]([CH3:22])[CH2:18][CH2:17]2)[CH:11]=1)[CH3:9])(C)(C)C.Cl. Given the product [CH3:22][N:19]1[CH2:20][CH2:21][N:16]([C:12]2[CH:11]=[C:10]([C@H:8]([NH2:7])[CH3:9])[CH:15]=[CH:14][CH:13]=2)[CH2:17][CH2:18]1, predict the reactants needed to synthesize it. (4) Given the product [O:4]1[C:5]2([CH2:6][CH2:7][CH:8]([CH:11]3[NH:14][C:15](=[O:18])[CH:16]=[CH:17]3)[CH2:9][CH2:10]2)[O:1][CH2:2][CH2:3]1, predict the reactants needed to synthesize it. The reactants are: [O:1]1[C:5]2([CH2:10][CH2:9][CH:8]([CH:11]([NH:14][C:15](=[O:18])[CH:16]=[CH2:17])C=C)[CH2:7][CH2:6]2)[O:4][CH2:3][CH2:2]1.N1CCC1.